Dataset: NCI-60 drug combinations with 297,098 pairs across 59 cell lines. Task: Regression. Given two drug SMILES strings and cell line genomic features, predict the synergy score measuring deviation from expected non-interaction effect. (1) Drug 1: CC1=CC2C(CCC3(C2CCC3(C(=O)C)OC(=O)C)C)C4(C1=CC(=O)CC4)C. Drug 2: CC1=C(C(=CC=C1)Cl)NC(=O)C2=CN=C(S2)NC3=CC(=NC(=N3)C)N4CCN(CC4)CCO. Cell line: NCIH23. Synergy scores: CSS=13.0, Synergy_ZIP=0.544, Synergy_Bliss=4.48, Synergy_Loewe=-27.9, Synergy_HSA=-2.16. (2) Drug 2: CCCCC(=O)OCC(=O)C1(CC(C2=C(C1)C(=C3C(=C2O)C(=O)C4=C(C3=O)C=CC=C4OC)O)OC5CC(C(C(O5)C)O)NC(=O)C(F)(F)F)O. Synergy scores: CSS=54.2, Synergy_ZIP=-2.18, Synergy_Bliss=-3.56, Synergy_Loewe=-8.50, Synergy_HSA=-2.84. Drug 1: C1=CC(=C2C(=C1NCCNCCO)C(=O)C3=C(C=CC(=C3C2=O)O)O)NCCNCCO. Cell line: SNB-75.